This data is from Reaction yield outcomes from USPTO patents with 853,638 reactions. The task is: Predict the reaction yield, written as a fraction of the theoretical maximum amount of product (1.0 means a 100% yield; for example, 0.34 means a 34% yield). (1) The reactants are [CH:1]1[CH:5]=[C:4]([CH:6]=[O:7])[O:3][CH:2]=1.[Cl:8][C:9]1[CH:18]=[CH:17][C:12]([C:13](=[N:15]O)[NH2:14])=[CH:11][CH:10]=1. The catalyst is N1CCCCC1.C1(C)C=CC=CC=1. The product is [Cl:8][C:9]1[CH:18]=[CH:17][C:12]([C:13]2[NH:15][CH:6]([C:4]3[O:3][CH:2]=[CH:1][CH:5]=3)[O:7][N:14]=2)=[CH:11][CH:10]=1. The yield is 0.0600. (2) The reactants are [CH3:1][C:2]1[N:12]([CH2:13][C:14]2[CH:19]=[CH:18][C:17]([NH:20][CH2:21][CH:22]3[CH2:27][CH2:26][NH:25][CH2:24][CH2:23]3)=[CH:16][CH:15]=2)[C:5]2=[N:6][C:7]([CH3:11])=[CH:8][C:9]([CH3:10])=[C:4]2[N:3]=1.[CH3:28][N:29]1[CH2:34][CH2:33][C:32](=O)[CH2:31][CH2:30]1.C(O[BH-](OC(=O)C)OC(=O)C)(=O)C.[Na+].[OH-].[Na+]. The catalyst is ClCCCl. The product is [CH3:1][C:2]1[N:12]([CH2:13][C:14]2[CH:19]=[CH:18][C:17]([NH:20][CH2:21][CH:22]3[CH2:23][CH2:24][N:25]([CH:32]4[CH2:33][CH2:34][N:29]([CH3:28])[CH2:30][CH2:31]4)[CH2:26][CH2:27]3)=[CH:16][CH:15]=2)[C:5]2=[N:6][C:7]([CH3:11])=[CH:8][C:9]([CH3:10])=[C:4]2[N:3]=1. The yield is 0.440.